From a dataset of Forward reaction prediction with 1.9M reactions from USPTO patents (1976-2016). Predict the product of the given reaction. Given the reactants [CH:1]1([C:4]2[CH:5]=[C:6]([C:18]([OH:20])=O)[C:7]3[C:12]([CH3:13])=[N:11][N:10]([C:14]([CH3:17])([CH3:16])[CH3:15])[C:8]=3[N:9]=2)[CH2:3][CH2:2]1.[NH2:21][CH2:22][C:23]1[C:24](=[O:33])[NH:25][C:26]([CH3:32])=[CH:27][C:28]=1[CH2:29][CH2:30][CH3:31].ON1C2N=CC=CC=2N=N1.C(Cl)CCl.CN1CCOCC1, predict the reaction product. The product is: [CH:1]1([C:4]2[CH:5]=[C:6]([C:18]([NH:21][CH2:22][C:23]3[C:24](=[O:33])[NH:25][C:26]([CH3:32])=[CH:27][C:28]=3[CH2:29][CH2:30][CH3:31])=[O:20])[C:7]3[C:12]([CH3:13])=[N:11][N:10]([C:14]([CH3:15])([CH3:17])[CH3:16])[C:8]=3[N:9]=2)[CH2:3][CH2:2]1.